Dataset: Catalyst prediction with 721,799 reactions and 888 catalyst types from USPTO. Task: Predict which catalyst facilitates the given reaction. (1) Reactant: [O:1]1[C:5]2[CH:6]=[CH:7][CH:8]=[CH:9][C:4]=2[CH:3]=[C:2]1[C:10]([CH:12]1[CH2:17][CH2:16][CH2:15][CH2:14][N:13]1C(OC(C)(C)C)=O)=[O:11]. Product: [O:1]1[C:5]2[CH:6]=[CH:7][CH:8]=[CH:9][C:4]=2[CH:3]=[C:2]1[C:10]([CH:12]1[CH2:17][CH2:16][CH2:15][CH2:14][NH:13]1)=[O:11]. The catalyst class is: 330. (2) Reactant: F[C:2]1[CH:9]=[CH:8][CH:7]=[CH:6][C:3]=1[C:4]#[N:5].[C:10]([O:14][CH3:15])(=[O:13])[CH2:11][SH:12].CC(C)([O-])C.[K+]. Product: [CH3:15][O:14][C:10]([C:11]1[S:12][C:2]2[CH:9]=[CH:8][CH:7]=[CH:6][C:3]=2[C:4]=1[NH2:5])=[O:13]. The catalyst class is: 3. (3) Reactant: [CH2:1]([Zn]CC)C.[C:6]([O:10][C:11]([N:13]1[CH2:18][CH:17]=[C:16]([CH2:19][OH:20])[CH2:15][CH2:14]1)=[O:12])([CH3:9])([CH3:8])[CH3:7].[Cl-].[NH4+]. Product: [C:6]([O:10][C:11]([N:13]1[CH2:14][CH2:15][C:16]2([CH2:19][OH:20])[CH:17]([CH2:1]2)[CH2:18]1)=[O:12])([CH3:9])([CH3:8])[CH3:7]. The catalyst class is: 4.